This data is from Reaction yield outcomes from USPTO patents with 853,638 reactions. The task is: Predict the reaction yield, written as a fraction of the theoretical maximum amount of product (1.0 means a 100% yield; for example, 0.34 means a 34% yield). The product is [CH3:32][O:33]/[N:34]=[CH:35]/[C:36]1[CH:37]=[N:38][C:39]([C:2]2[CH:8]=[CH:7][CH:6]=[CH:5][C:3]=2[NH2:4])=[CH:40][CH:41]=1. The catalyst is CN(C)C=O.O. The reactants are I[C:2]1[CH:8]=[CH:7][CH:6]=[CH:5][C:3]=1[NH2:4].B1(B2OC(C)(C)C(C)(C)O2)OC(C)(C)C(C)(C)O1.C([O-])(=O)C.[K+].[CH3:32][O:33]/[N:34]=[CH:35]/[C:36]1[CH:37]=[N:38][C:39](Br)=[CH:40][CH:41]=1.C(=O)([O-])[O-].[Na+].[Na+]. The yield is 0.320.